From a dataset of Full USPTO retrosynthesis dataset with 1.9M reactions from patents (1976-2016). Predict the reactants needed to synthesize the given product. (1) Given the product [CH2:1]([O:8][CH:22]=[CH:21][C:20](=[N:19][C:14]1[CH:15]=[CH:16][C:17]([CH3:18])=[C:12]([CH3:11])[CH:13]=1)[O:32][C:33]1[CH:38]=[CH:37][CH:36]=[C:35]([CH3:39])[CH:34]=1)[C:2]1[CH:7]=[CH:6][CH:5]=[CH:4][CH:3]=1, predict the reactants needed to synthesize it. The reactants are: [CH2:1]([OH:8])[C:2]1[CH:7]=[CH:6][CH:5]=[CH:4][CH:3]=1.[H-].[Na+].[CH3:11][C:12]1[CH:13]=[C:14]([N:19]=[C:20]([O:32][C:33]2[CH:38]=[CH:37][CH:36]=[C:35]([CH3:39])[CH:34]=2)[CH:21]=[CH:22]S(C2C=CC=CC=2)(=O)=O)[CH:15]=[CH:16][C:17]=1[CH3:18].COC(C)(C)C. (2) The reactants are: [F:1][C:2]1[CH:7]=[CH:6][CH:5]=[CH:4][C:3]=1[C@H:8]([O:10][C:11](=[O:27])[NH:12][C:13]1[C:14]([CH3:26])=[N:15][O:16][C:17]=1[C:18]1[CH:23]=[CH:22][C:21]([CH2:24]Cl)=[CH:20][CH:19]=1)[CH3:9].[CH2:28]([O:30][C:31]([CH2:33][C:34]1[CH:35]=[CH:36][C:37]([F:43])=[C:38](B(O)O)[CH:39]=1)=[O:32])[CH3:29]. Given the product [CH2:28]([O:30][C:31](=[O:32])[CH2:33][C:34]1[CH:39]=[CH:38][C:37]([F:43])=[C:36]([CH2:24][C:21]2[CH:22]=[CH:23][C:18]([C:17]3[O:16][N:15]=[C:14]([CH3:26])[C:13]=3[NH:12][C:11]([O:10][C@@H:8]([C:3]3[CH:4]=[CH:5][CH:6]=[CH:7][C:2]=3[F:1])[CH3:9])=[O:27])=[CH:19][CH:20]=2)[CH:35]=1)[CH3:29], predict the reactants needed to synthesize it. (3) Given the product [C:3]([N:22]1[N:26]=[N:25][C:24]([C:27]2([C:28]#[N:29])[C:43]3([CH2:48][CH2:47][CH2:46][CH2:45][CH2:44]3)[CH2:49]2)=[N:23]1)([C:4]1[CH:9]=[CH:8][CH:7]=[CH:6][CH:5]=1)([C:10]1[CH:15]=[CH:14][CH:13]=[CH:12][CH:11]=1)[C:16]1[CH:17]=[CH:18][CH:19]=[CH:20][CH:21]=1, predict the reactants needed to synthesize it. The reactants are: [H-].[Na+].[C:3]([N:22]1[N:26]=[N:25][C:24]([CH2:27][C:28]#[N:29])=[N:23]1)([C:16]1[CH:21]=[CH:20][CH:19]=[CH:18][CH:17]=1)([C:10]1[CH:15]=[CH:14][CH:13]=[CH:12][CH:11]=1)[C:4]1[CH:9]=[CH:8][CH:7]=[CH:6][CH:5]=1.C1(=O)CCCCC1.[I-].C[S+](C)(C)=O.[C:43]1(=[C:49](C2N=NN(C(C3C=CC=CC=3)(C3C=CC=CC=3)C3C=CC=CC=3)N=2)C#N)[CH2:48][CH2:47][CH2:46][CH2:45][CH2:44]1.